From a dataset of NCI-60 drug combinations with 297,098 pairs across 59 cell lines. Regression. Given two drug SMILES strings and cell line genomic features, predict the synergy score measuring deviation from expected non-interaction effect. (1) Drug 1: CC12CCC3C(C1CCC2=O)CC(=C)C4=CC(=O)C=CC34C. Drug 2: C1C(C(OC1N2C=NC3=C(N=C(N=C32)Cl)N)CO)O. Cell line: NCI-H522. Synergy scores: CSS=29.0, Synergy_ZIP=0.959, Synergy_Bliss=1.30, Synergy_Loewe=-0.328, Synergy_HSA=1.78. (2) Drug 1: CC12CCC(CC1=CCC3C2CCC4(C3CC=C4C5=CN=CC=C5)C)O. Drug 2: CC1=C(C=C(C=C1)NC(=O)C2=CC=C(C=C2)CN3CCN(CC3)C)NC4=NC=CC(=N4)C5=CN=CC=C5. Cell line: NCI/ADR-RES. Synergy scores: CSS=-1.21, Synergy_ZIP=-2.62, Synergy_Bliss=-4.44, Synergy_Loewe=-9.80, Synergy_HSA=-5.59.